Predict the reactants needed to synthesize the given product. From a dataset of Full USPTO retrosynthesis dataset with 1.9M reactions from patents (1976-2016). (1) Given the product [C:34]([O:10][CH2:9][CH2:8][O:7][C:4]1[C:3]([C:11]([O:13][C:14]([CH3:17])([CH3:16])[CH3:15])=[O:12])=[C:2]([NH2:1])[O:6][N:5]=1)(=[O:36])[CH3:35], predict the reactants needed to synthesize it. The reactants are: [NH2:1][C:2]1[O:6][N:5]=[C:4]([O:7][CH2:8][CH2:9][OH:10])[C:3]=1[C:11]([O:13][C:14]([CH3:17])([CH3:16])[CH3:15])=[O:12].C(N(CC)CC)C.CN(C1C=CC=CN=1)C.[C:34](OC(=O)C)(=[O:36])[CH3:35]. (2) The reactants are: [O:1](S(C(F)(F)F)(=O)=O)[S:2]([C:5]([F:8])([F:7])[F:6])(=[O:4])=[O:3].[Si:16]([O:23][C:24]1[CH:33]=[C:32]2[C:27]([CH:28]=[CH:29][C:30](O)=[CH:31]2)=[CH:26][CH:25]=1)([C:19]([CH3:22])([CH3:21])[CH3:20])([CH3:18])[CH3:17].O. Given the product [F:6][C:5]([F:8])([F:7])[S:2]([O:1][C:30]1[CH:29]=[CH:28][C:27]2[C:32](=[CH:33][C:24]([O:23][Si:16]([C:19]([CH3:22])([CH3:21])[CH3:20])([CH3:17])[CH3:18])=[CH:25][CH:26]=2)[CH:31]=1)(=[O:4])=[O:3], predict the reactants needed to synthesize it. (3) Given the product [N:26]([CH2:22][CH2:23][CH2:24][CH2:25][CH2:32][CH2:33][N:11]1[CH:12]=[CH:13][CH:14]=[C:9]([O:8][CH2:1][C:2]2[CH:3]=[CH:4][CH:5]=[CH:6][CH:7]=2)[C:10]1=[O:15])=[N+:27]=[N-:28], predict the reactants needed to synthesize it. The reactants are: [CH2:1]([O:8][C:9]1[C:10](=[O:15])[NH:11][CH:12]=[CH:13][CH:14]=1)[C:2]1[CH:7]=[CH:6][CH:5]=[CH:4][CH:3]=1.CS(OC[CH:22]([N:26]=[N+:27]=[N-:28])[CH2:23][CH2:24][CH3:25])(=O)=O.N([CH2:32][CH2:33]N1C=CC=C(OC)C1=O)=[N+]=[N-]. (4) Given the product [Br:1][C:2]1[CH:3]=[C:4]([CH:8]([F:12])[C:9]([N:14]([CH3:15])[CH3:13])=[O:10])[CH:5]=[CH:6][CH:7]=1, predict the reactants needed to synthesize it. The reactants are: [Br:1][C:2]1[CH:3]=[C:4]([CH:8]([F:12])[C:9](O)=[O:10])[CH:5]=[CH:6][CH:7]=1.[CH3:13][NH:14][CH3:15].CN(C(ON1N=NC2C=CC=NC1=2)=[N+](C)C)C.F[P-](F)(F)(F)(F)F.CCN(C(C)C)C(C)C. (5) Given the product [CH:16]1([O:15][C:9]2[CH:8]=[C:7]([CH:2]([N:1]3[C:36](=[O:37])[C:35]4=[CH:38][CH:39]=[CH:40][CH:41]=[C:34]4[C:33]3=[O:42])[CH2:3][C:4]([OH:6])=[O:5])[CH:12]=[CH:11][C:10]=2[O:13][CH3:14])[CH2:17][CH2:18][CH2:19][CH2:20]1, predict the reactants needed to synthesize it. The reactants are: [NH2:1][CH:2]([C:7]1[CH:12]=[CH:11][C:10]([O:13][CH3:14])=[C:9]([O:15][CH:16]2[CH2:20][CH2:19][CH2:18][CH2:17]2)[CH:8]=1)[CH2:3][C:4]([OH:6])=[O:5].C(=O)([O-])[O-].[Na+].[Na+].C(OC(N1[C:36](=[O:37])[C:35]2=[CH:38][CH:39]=[CH:40][CH:41]=[C:34]2[C:33]1=[O:42])=O)C. (6) Given the product [C:43]([N:40]1[CH2:39][CH2:38][N:37]([C:34]2[CH:35]=[CH:36][C:31]([NH:30][C:2]3[N:3]=[C:4]([N:21]4[CH2:26][CH2:25][CH2:24][CH:23]([C:27]([NH2:29])=[O:28])[CH2:22]4)[C:5]4[CH:10]=[CH:9][N:8]([S:11]([C:14]5[CH:20]=[CH:19][C:17]([CH3:18])=[CH:16][CH:15]=5)(=[O:13])=[O:12])[C:6]=4[N:7]=3)=[CH:32][CH:33]=2)[CH2:42][CH2:41]1)(=[O:45])[CH3:44], predict the reactants needed to synthesize it. The reactants are: Cl[C:2]1[N:3]=[C:4]([N:21]2[CH2:26][CH2:25][CH2:24][CH:23]([C:27]([NH2:29])=[O:28])[CH2:22]2)[C:5]2[CH:10]=[CH:9][N:8]([S:11]([C:14]3[CH:20]=[CH:19][C:17]([CH3:18])=[CH:16][CH:15]=3)(=[O:13])=[O:12])[C:6]=2[N:7]=1.[NH2:30][C:31]1[CH:36]=[CH:35][C:34]([N:37]2[CH2:42][CH2:41][N:40]([C:43](=[O:45])[CH3:44])[CH2:39][CH2:38]2)=[CH:33][CH:32]=1.C[Si](Cl)(C)C. (7) The reactants are: [H-].[Al+3].[Li+].[H-].[H-].[H-].[Cl:7][C:8]1[C:9]([CH3:18])=[C:10]([CH:15]=[CH:16][CH:17]=1)[C:11](OC)=[O:12].O.[OH-].[Na+]. Given the product [Cl:7][C:8]1[C:9]([CH3:18])=[C:10]([CH2:11][OH:12])[CH:15]=[CH:16][CH:17]=1, predict the reactants needed to synthesize it. (8) The reactants are: [CH2:1]([O:3][C:4](=[O:13])[C:5]1[CH:10]=[CH:9][C:8]([Br:11])=[C:7]([CH3:12])[CH:6]=1)[CH3:2].[Br:14]N1C(=O)CCC1=O.C(OOC(=O)C1C=CC=CC=1)(=O)C1C=CC=CC=1. Given the product [CH2:1]([O:3][C:4](=[O:13])[C:5]1[CH:10]=[CH:9][C:8]([Br:11])=[C:7]([CH2:12][Br:14])[CH:6]=1)[CH3:2], predict the reactants needed to synthesize it.